From a dataset of Catalyst prediction with 721,799 reactions and 888 catalyst types from USPTO. Predict which catalyst facilitates the given reaction. (1) The catalyst class is: 134. Reactant: Br[C:2]1[CH:16]=[CH:15][C:5]2[N:6]=[C:7]([C:9]3[CH:14]=[CH:13][CH:12]=[CH:11][CH:10]=3)[O:8][C:4]=2[CH:3]=1.C([Li])CCC.CON(C)[C:25](=[O:29])[CH2:26][CH2:27][CH3:28].O. Product: [C:9]1([C:7]2[O:8][C:4]3[CH:3]=[C:2]([C:25](=[O:29])[CH2:26][CH2:27][CH3:28])[CH:16]=[CH:15][C:5]=3[N:6]=2)[CH:14]=[CH:13][CH:12]=[CH:11][CH:10]=1. (2) Reactant: COC1C=CC=CC=1[C:9]1[CH:10]=[C:11]2[C:16](=[CH:17][CH:18]=1)[NH:15]C(C)(C)C=C2CSC(=O)C.Br[CH2:27][C:28]1[C:37]2[C:32](=[CH:33][CH:34]=[C:35]([C:38]3[CH:43]=[CH:42][CH:41]=[CH:40][C:39]=3[O:44][CH3:45])[CH:36]=2)[NH:31][C:30]([CH3:47])([CH3:46])[CH:29]=1.C(O)(=S)C.C(N(CC)CC)C. Product: [CH3:45][O:44][C:39]1[CH:40]=[CH:41][CH:42]=[CH:43][C:38]=1[C:35]1[CH:36]=[C:37]2[C:32](=[CH:33][CH:34]=1)[NH:31][C:30]([CH3:47])([CH3:46])[CH:29]=[C:28]2[CH2:27][NH:15][C:16]1[CH:17]=[CH:18][CH:9]=[CH:10][CH:11]=1. The catalyst class is: 2. (3) Reactant: [NH2:1][C:2]1[CH:7]=[C:6]([O:8][CH:9]([CH3:11])[CH3:10])[C:5]([CH3:12])=[CH:4][C:3]=1[NH:13][CH:14]1[CH2:19][CH2:18][N:17]([C:20]([O:22][C:23]([CH3:26])([CH3:25])[CH3:24])=[O:21])[CH2:16][CH2:15]1.[CH3:27][OH:28]. Product: [CH3:12][C:5]1[C:6]([O:8][CH:9]([CH3:10])[CH3:11])=[CH:7][C:2]2[NH:1][C:27](=[O:28])[N:13]([CH:14]3[CH2:19][CH2:18][N:17]([C:20]([O:22][C:23]([CH3:24])([CH3:26])[CH3:25])=[O:21])[CH2:16][CH2:15]3)[C:3]=2[CH:4]=1. The catalyst class is: 7. (4) Reactant: [C:1]([NH:4][C:5]1[N:10]=[CH:9][C:8]([NH:11][C:12](=[O:19])OCC(Cl)(Cl)Cl)=[CH:7][CH:6]=1)(=[O:3])[CH3:2].[C:20]1([C:32]2[CH:37]=[CH:36][CH:35]=[CH:34][CH:33]=2)[CH:25]=[CH:24][CH:23]=[C:22]([N:26]2[CH2:31][CH2:30][NH:29][CH2:28][CH2:27]2)[CH:21]=1.C(N(C(C)C)CC)(C)C.O. Product: [C:1]([NH:4][C:5]1[N:10]=[CH:9][C:8]([NH:11][C:12]([N:29]2[CH2:30][CH2:31][N:26]([C:22]3[CH:21]=[C:20]([C:32]4[CH:33]=[CH:34][CH:35]=[CH:36][CH:37]=4)[CH:25]=[CH:24][CH:23]=3)[CH2:27][CH2:28]2)=[O:19])=[CH:7][CH:6]=1)(=[O:3])[CH3:2]. The catalyst class is: 16. (5) Product: [Cl:1][C:2]1[CH:10]=[C:9]2[C:5]([CH2:6][N:7]([C:12]3[C:13]([CH3:39])=[C:14]([C:18]4[C:30]5[C:29]6[CH:28]=[CH:27][C:26]([O:31][CH2:32][CH2:33][O:34][CH3:35])=[CH:25][C:24]=6[NH:23][C:22]=5[C:21]([C:36]([NH2:44])=[O:37])=[N:20][N:19]=4)[CH:15]=[CH:16][CH:17]=3)[C:8]2=[O:11])=[CH:4][CH:3]=1. Reactant: [Cl:1][C:2]1[CH:10]=[C:9]2[C:5]([CH2:6][N:7]([C:12]3[C:13]([CH3:39])=[C:14]([C:18]4[C:30]5[C:29]6[CH:28]=[CH:27][C:26]([O:31][CH2:32][CH2:33][O:34][CH3:35])=[CH:25][C:24]=6[NH:23][C:22]=5[C:21]([C:36](O)=[O:37])=[N:20][N:19]=4)[CH:15]=[CH:16][CH:17]=3)[C:8]2=[O:11])=[CH:4][CH:3]=1.[Cl-].[NH4+].CC[N:44](C(C)C)C(C)C.CN1CCOCC1.F[P-](F)(F)(F)(F)F.N1(O[P+](N(C)C)(N(C)C)N(C)C)C2C=CC=CC=2N=N1. The catalyst class is: 121. (6) Reactant: [F:1][C:2]1[CH:7]=[C:6]([C:8]([F:11])([F:10])[F:9])[CH:5]=[CH:4][C:3]=1[CH:12]1[CH2:17][C:16](=[O:18])[N:15]([CH3:19])[C:14]([CH3:20])=[C:13]1[C:21]([OH:23])=O.[NH2:24][C:25]1[CH:26]=[C:27]2[C:31](=[CH:32][C:33]=1[F:34])[NH:30][N:29]=[CH:28]2.C(Cl)CCl.CCN(CC)CC. Product: [F:34][C:33]1[CH:32]=[C:31]2[C:27]([CH:28]=[N:29][NH:30]2)=[CH:26][C:25]=1[NH:24][C:21]([C:13]1[CH:12]([C:3]2[CH:4]=[CH:5][C:6]([C:8]([F:10])([F:11])[F:9])=[CH:7][C:2]=2[F:1])[CH2:17][C:16](=[O:18])[N:15]([CH3:19])[C:14]=1[CH3:20])=[O:23]. The catalyst class is: 861. (7) Reactant: [N+:1]([C:4]1[CH:5]=[C:6]([CH:9]=[C:10]([N+:12]([O-])=O)[CH:11]=1)[C:7]#[N:8])([O-])=O. Product: [NH2:1][C:4]1[CH:5]=[C:6]([CH:9]=[C:10]([NH2:12])[CH:11]=1)[C:7]#[N:8]. The catalyst class is: 320. (8) Product: [F:31][C:26]1[CH:25]=[C:24]([C:19](=[C:17]2[CH2:18][NH:15][CH2:16]2)[S:20]([CH3:23])(=[O:22])=[O:21])[CH:29]=[C:28]([F:30])[CH:27]=1. The catalyst class is: 4. Reactant: N1CCCC1.ClCC1C=CC([C@H](C2C=CC(Cl)=CC=2)[N:15]2[CH2:18][C:17](=[C:19]([C:24]3[CH:29]=[C:28]([F:30])[CH:27]=[C:26]([F:31])[CH:25]=3)[S:20]([CH3:23])(=[O:22])=[O:21])[CH2:16]2)=CC=1.[I-].[Na+].